From a dataset of Forward reaction prediction with 1.9M reactions from USPTO patents (1976-2016). Predict the product of the given reaction. (1) Given the reactants Cl.[NH2:2][C:3]1[CH:4]=[CH:5][C:6]([CH3:22])=[C:7]([NH:9][C:10]2[CH:11]=[C:12]3[C:17](=[CH:18][CH:19]=2)[N:16]=[CH:15][N:14]([CH3:20])[C:13]3=[O:21])[CH:8]=1.[Br:23][C:24]1[CH:25]=[C:26]([C:36](O)=[O:37])[N:27]([C:29]2[CH:34]=[CH:33][C:32]([F:35])=[CH:31][CH:30]=2)[N:28]=1.CN(C(ON1N=NC2C=CC=NC1=2)=[N+](C)C)C.F[P-](F)(F)(F)(F)F.CCN(C(C)C)C(C)C, predict the reaction product. The product is: [Br:23][C:24]1[CH:25]=[C:26]([C:36]([NH:2][C:3]2[CH:4]=[CH:5][C:6]([CH3:22])=[C:7]([NH:9][C:10]3[CH:11]=[C:12]4[C:17](=[CH:18][CH:19]=3)[N:16]=[CH:15][N:14]([CH3:20])[C:13]4=[O:21])[CH:8]=2)=[O:37])[N:27]([C:29]2[CH:34]=[CH:33][C:32]([F:35])=[CH:31][CH:30]=2)[N:28]=1. (2) Given the reactants Br[C:2]1[C:19]2[C:10](=[CH:11][C:12]3[C:17]([CH:18]=2)=[CH:16][CH:15]=[CH:14][CH:13]=3)[CH:9]=[C:8]2[C:3]=1[CH:4]=[CH:5][CH:6]=[CH:7]2.C1(P(C2C=CC=CC=2)C2C=CC=CC=2)C=CC=CC=1.[C:39]1([C:45]#[CH:46])[CH:44]=[CH:43][CH:42]=[CH:41][CH:40]=1.[Al], predict the reaction product. The product is: [C:39]1([C:45]#[C:46][C:9]2[C:10]3[C:19](=[CH:18][C:17]4[C:12]([CH:11]=3)=[CH:13][CH:14]=[CH:15][CH:16]=4)[CH:2]=[C:3]3[C:8]=2[CH:7]=[CH:6][CH:5]=[CH:4]3)[CH:44]=[CH:43][CH:42]=[CH:41][CH:40]=1.